This data is from Reaction yield outcomes from USPTO patents with 853,638 reactions. The task is: Predict the reaction yield, written as a fraction of the theoretical maximum amount of product (1.0 means a 100% yield; for example, 0.34 means a 34% yield). (1) The reactants are [CH3:1][S-:2].[Na+].O.C(OCC)(=O)C.C(=O)(O)[O-].[Na+].[CH:16]1([C:19]2[N:20]=[C:21]3[C:27]([C:28]([NH:30][C@@H:31]([CH3:41])[C:32]([CH3:40])([CH3:39])[CH2:33]OS(C)(=O)=O)=[O:29])=[CH:26][N:25]([CH2:42][O:43][CH2:44][CH2:45][Si:46]([CH3:49])([CH3:48])[CH3:47])[C:22]3=[N:23][CH:24]=2)[CH2:18][CH2:17]1. The catalyst is CN(C=O)C. The product is [CH3:41][C@H:31]([NH:30][C:28]([C:27]1[C:21]2[C:22](=[N:23][CH:24]=[C:19]([CH:16]3[CH2:17][CH2:18]3)[N:20]=2)[N:25]([CH2:42][O:43][CH2:44][CH2:45][Si:46]([CH3:49])([CH3:48])[CH3:47])[CH:26]=1)=[O:29])[C:32]([CH3:39])([CH3:40])[CH2:33][S:2][CH3:1]. The yield is 0.320. (2) The reactants are [CH3:1][O:2][C:3]1([C:21]2[CH:26]=[CH:25][CH:24]=[CH:23][C:22]=2[CH3:27])[CH2:8][CH2:7][C:6]2[C:9]([C:18]([OH:20])=O)=[CH:10][C:11]3[N:12]([CH3:17])[C:13]([CH3:16])=[N:14][C:15]=3[C:5]=2[O:4]1.CC[N:30]([CH:34]([CH3:36])C)[CH:31](C)C.CN(C(ON1N=NC2C=CC=CC1=2)=[N+](C)C)C.[B-](F)(F)(F)F.N1CCC1.[Cl-].[NH4+]. The catalyst is CN(C=O)C. The product is [N:30]1([C:18]([C:9]2[C:6]3[CH2:7][CH2:8][C:3]([O:2][CH3:1])([C:21]4[CH:26]=[CH:25][CH:24]=[CH:23][C:22]=4[CH3:27])[O:4][C:5]=3[C:15]3[N:14]=[C:13]([CH3:16])[N:12]([CH3:17])[C:11]=3[CH:10]=2)=[O:20])[CH2:31][CH2:36][CH2:34]1. The yield is 0.720.